This data is from Forward reaction prediction with 1.9M reactions from USPTO patents (1976-2016). The task is: Predict the product of the given reaction. (1) Given the reactants [NH2:1][C:2]1[C:11]([O:12][CH3:13])=[N:10][C:9]2[C:4](=[CH:5][C:6]([O:16][CH3:17])=[C:7]([O:14][CH3:15])[CH:8]=2)[N:3]=1.Cl[C:19]([O:21][CH2:22][CH3:23])=[O:20].N1C=CC=CC=1, predict the reaction product. The product is: [CH3:13][O:12][C:11]1[C:2]([NH:1][C:19](=[O:20])[O:21][CH2:22][CH3:23])=[N:3][C:4]2[C:9](=[CH:8][C:7]([O:14][CH3:15])=[C:6]([O:16][CH3:17])[CH:5]=2)[N:10]=1. (2) Given the reactants [NH2:1][C:2]1[CH:7]=[C:6]([C:8]([OH:10])=[O:9])[CH:5]=[CH:4][C:3]=1[S:11][C:12]1[CH:20]=[CH:19][C:18]([Cl:21])=[CH:17][C:13]=1[C:14](O)=[O:15], predict the reaction product. The product is: [Cl:21][C:18]1[CH:19]=[CH:20][C:12]2[S:11][C:3]3[CH:4]=[CH:5][C:6]([C:8]([OH:10])=[O:9])=[CH:7][C:2]=3[NH:1][C:14](=[O:15])[C:13]=2[CH:17]=1. (3) Given the reactants [C:1]([C:3]1[C:4]([CH3:28])=[C:5]([CH:10]([OH:27])[CH2:11][N:12]2[CH2:17][CH2:16][N:15]([C:18]([O:20]C(C)(C)C)=[O:19])[CH2:14][C@H:13]2[CH2:25][OH:26])[CH:6]=[CH:7][C:8]=1[F:9])#[N:2].FC(F)(F)C(O)=O.C(N(CC)CC)C.ClC(O[CH2:47][C:48]1[CH:53]=[CH:52][CH:51]=[CH:50][CH:49]=1)=O, predict the reaction product. The product is: [C:1]([C:3]1[C:4]([CH3:28])=[C:5]([CH:10]([OH:27])[CH2:11][N:12]2[CH2:17][CH2:16][N:15]([C:18]([O:20][CH2:47][C:48]3[CH:53]=[CH:52][CH:51]=[CH:50][CH:49]=3)=[O:19])[CH2:14][C@H:13]2[CH2:25][OH:26])[CH:6]=[CH:7][C:8]=1[F:9])#[N:2].